Dataset: Catalyst prediction with 721,799 reactions and 888 catalyst types from USPTO. Task: Predict which catalyst facilitates the given reaction. (1) Reactant: [C:1]([C:5]1[CH:10]=[C:9]([C:11]([CH3:14])([CH3:13])[CH3:12])[CH:8]=[C:7]([N:15]2[N:19]=[C:18]3[C:20](Br)=[CH:21][CH:22]=[C:23](Br)[C:17]3=[N:16]2)[C:6]=1[OH:26])([CH3:4])([CH3:3])[CH3:2]. Product: [C:1]([C:5]1[CH:10]=[C:9]([C:11]([CH3:14])([CH3:13])[CH3:12])[CH:8]=[C:7]([N:15]2[N:19]=[C:18]3[C:20]([C:17]4[CH:23]=[CH:22][CH:21]=[CH:20][CH:18]=4)=[CH:21][CH:22]=[C:23]([C:5]4[CH:10]=[CH:9][CH:8]=[CH:7][CH:6]=4)[C:17]3=[N:16]2)[C:6]=1[OH:26])([CH3:4])([CH3:3])[CH3:2]. The catalyst class is: 741. (2) Reactant: [I:1]I.[OH-].[K+].[N+:5]([C:8]1[CH:16]=[C:15]2[C:11]([CH:12]=[N:13][NH:14]2)=[CH:10][CH:9]=1)([O-:7])=[O:6].S([O-])([O-])(=O)=S.[Na+].[Na+]. Product: [I:1][C:12]1[C:11]2[C:15](=[CH:16][C:8]([N+:5]([O-:7])=[O:6])=[CH:9][CH:10]=2)[NH:14][N:13]=1. The catalyst class is: 9.